Dataset: Full USPTO retrosynthesis dataset with 1.9M reactions from patents (1976-2016). Task: Predict the reactants needed to synthesize the given product. Given the product [CH2:1]([O:8][CH:9]1[CH2:14][CH2:13][CH:12]([O:15][Si:21]([C:18]([CH3:20])([CH3:19])[CH3:17])([CH3:23])[CH3:22])[CH:11]([F:16])[CH2:10]1)[C:2]1[CH:3]=[CH:4][CH:5]=[CH:6][CH:7]=1, predict the reactants needed to synthesize it. The reactants are: [CH2:1]([O:8][CH:9]1[CH2:14][CH2:13][CH:12]([OH:15])[CH:11]([F:16])[CH2:10]1)[C:2]1[CH:7]=[CH:6][CH:5]=[CH:4][CH:3]=1.[CH3:17][C:18]([Si:21](Cl)([CH3:23])[CH3:22])([CH3:20])[CH3:19].N1C=CN=C1.C(=O)(O)[O-].[Na+].